Dataset: Catalyst prediction with 721,799 reactions and 888 catalyst types from USPTO. Task: Predict which catalyst facilitates the given reaction. Reactant: [CH:1]([C:4]1[CH:5]=[CH:6][C:7]([O:39][CH3:40])=[C:8]([C:10]2[CH:15]=[CH:14][C:13]([C:16]([F:19])([F:18])[F:17])=[CH:12][C:11]=2[CH2:20][N:21]([CH2:26][C:27]2[CH:32]=[C:31]([C:33]([F:36])([F:35])[F:34])[CH:30]=[C:29]([S:37][CH3:38])[CH:28]=2)[C:22](=[O:25])[O:23][CH3:24])[CH:9]=1)([CH3:3])[CH3:2].C1C=C(Cl)C=C(C(OO)=[O:49])C=1.OS([O-])=O.[Na+]. Product: [CH3:24][O:23][C:22](=[O:25])[N:21]([CH2:20][C:11]1[CH:12]=[C:13]([C:16]([F:18])([F:19])[F:17])[CH:14]=[CH:15][C:10]=1[C:8]1[CH:9]=[C:4]([CH:1]([CH3:3])[CH3:2])[CH:5]=[CH:6][C:7]=1[O:39][CH3:40])[CH2:26][C:27]1[CH:32]=[C:31]([C:33]([F:35])([F:36])[F:34])[CH:30]=[C:29]([S:37]([CH3:38])=[O:49])[CH:28]=1. The catalyst class is: 2.